Dataset: Peptide-MHC class II binding affinity with 134,281 pairs from IEDB. Task: Regression. Given a peptide amino acid sequence and an MHC pseudo amino acid sequence, predict their binding affinity value. This is MHC class II binding data. The MHC is DRB3_0301 with pseudo-sequence DRB3_0301. The peptide sequence is HVSCRVKLSALTLKG. The binding affinity (normalized) is 0.569.